This data is from Peptide-MHC class II binding affinity with 134,281 pairs from IEDB. The task is: Regression. Given a peptide amino acid sequence and an MHC pseudo amino acid sequence, predict their binding affinity value. This is MHC class II binding data. The MHC is DRB1_0802 with pseudo-sequence DRB1_0802. The binding affinity (normalized) is 0.388. The peptide sequence is MTSRFMTDPHAMRDM.